This data is from Forward reaction prediction with 1.9M reactions from USPTO patents (1976-2016). The task is: Predict the product of the given reaction. Given the reactants O=P12OP3(OP(OP(O3)(O1)=O)(=O)O2)=O.OS(O)(=O)=O.[Cl:20][C:21]1[C:26]([Cl:27])=[CH:25][CH:24]=[CH:23][C:22]=1[C:28]([CH3:43])([CH3:42])[C:29]([CH:31]([C:37]([O:39][CH2:40][CH3:41])=[O:38])[C:32]([O:34]CC)=O)=[O:30], predict the reaction product. The product is: [Cl:27][C:26]1[C:21]([Cl:20])=[C:22]2[C:23]([C:32]([OH:34])=[C:31]([C:37]([O:39][CH2:40][CH3:41])=[O:38])[C:29](=[O:30])[C:28]2([CH3:42])[CH3:43])=[CH:24][CH:25]=1.